Predict the reactants needed to synthesize the given product. From a dataset of Full USPTO retrosynthesis dataset with 1.9M reactions from patents (1976-2016). (1) Given the product [F:23][C:24]1[CH:25]=[C:26]2[C:30](=[CH:31][CH:32]=1)[CH:29]([NH:33][C:34]1[CH:43]=[CH:42][C:41]3[C:36](=[CH:37][CH:38]=[C:39]([NH:44][C:1]([NH:22][CH:19]4[CH2:20][CH2:21][N:16]([CH:13]([CH3:15])[CH3:14])[CH2:17][CH2:18]4)=[O:12])[CH:40]=3)[N:35]=1)[CH2:28][CH2:27]2, predict the reactants needed to synthesize it. The reactants are: [C:1](=[O:12])(OC(Cl)(Cl)Cl)OC(Cl)(Cl)Cl.[CH:13]([N:16]1[CH2:21][CH2:20][CH:19]([NH2:22])[CH2:18][CH2:17]1)([CH3:15])[CH3:14].[F:23][C:24]1[CH:25]=[C:26]2[C:30](=[CH:31][CH:32]=1)[CH:29]([NH:33][C:34]1[CH:43]=[CH:42][C:41]3[C:36](=[CH:37][CH:38]=[C:39]([NH2:44])[CH:40]=3)[N:35]=1)[CH2:28][CH2:27]2. (2) Given the product [F:1][C:2]1[CH:3]=[C:4]([N:8]=[C:9]=[O:10])[CH:5]=[CH:6][CH:7]=1, predict the reactants needed to synthesize it. The reactants are: [F:1][C:2]1[CH:3]=[C:4]([NH:8][C:9](NC2C=C3C(=CC=2)N(CCC)NC3=O)=[O:10])[CH:5]=[CH:6][CH:7]=1.C(N1C2C(=CC([N+]([O-])=O)=CC=2)C(=O)N1)C=C. (3) The reactants are: Cl.[Cl:2][CH2:3][CH2:4][NH:5][CH2:6][CH2:7][Cl:8].[CH2:9](Br)[C:10]1[CH:15]=[CH:14][CH:13]=[CH:12][CH:11]=1.C(N(CC)CC)C. Given the product [CH2:9]([N:5]([CH2:6][CH2:7][Cl:8])[CH2:4][CH2:3][Cl:2])[C:10]1[CH:15]=[CH:14][CH:13]=[CH:12][CH:11]=1, predict the reactants needed to synthesize it. (4) Given the product [Cl:19][CH2:2][C:3]1[CH:7]=[CH:6][N:5]([C:8]2[N:18]=[CH:17][CH:16]=[CH:15][C:9]=2[C:10]([O:12][CH2:13][CH3:14])=[O:11])[N:4]=1, predict the reactants needed to synthesize it. The reactants are: O[CH2:2][C:3]1[CH:7]=[CH:6][N:5]([C:8]2[N:18]=[CH:17][CH:16]=[CH:15][C:9]=2[C:10]([O:12][CH2:13][CH3:14])=[O:11])[N:4]=1.[Cl:19]CCl. (5) The reactants are: [F:1][C:2]1[CH:7]=[CH:6][C:5]([C:8](=[O:12])[CH:9]=[CH:10][CH3:11])=[CH:4][CH:3]=1.[Br:13][C:14]1[CH:19]=[CH:18][C:17]([C@@H:20]([NH2:22])[CH3:21])=[CH:16][CH:15]=1. Given the product [Br:13][C:14]1[CH:19]=[CH:18][C:17]([C@@H:20]([NH:22][CH:10]([CH3:11])[CH2:9][C:8]([C:5]2[CH:4]=[CH:3][C:2]([F:1])=[CH:7][CH:6]=2)=[O:12])[CH3:21])=[CH:16][CH:15]=1, predict the reactants needed to synthesize it. (6) Given the product [N:15]1([C:52]([C:49]2[N:50]=[CH:51][C:46]([O:45][C:32]3[CH:33]=[C:34]([CH:35]=[C:30]([O:29][C@@H:26]([CH3:25])[CH2:27][CH3:28])[CH:31]=3)[C:36]([NH:38][C:39]3[CH:43]=[CH:42][N:41]([CH3:44])[N:40]=3)=[O:37])=[N:47][CH:48]=2)=[O:54])[CH2:14][CH2:13][CH2:10]1, predict the reactants needed to synthesize it. The reactants are: CN(C(ON1N=NC2C=[CH:13][CH:14]=[N:15][C:10]1=2)=[N+](C)C)C.F[P-](F)(F)(F)(F)F.[CH3:25][C@H:26]([O:29][C:30]1[CH:31]=[C:32]([O:45][C:46]2[N:47]=[CH:48][C:49]([C:52]([OH:54])=O)=[N:50][CH:51]=2)[CH:33]=[C:34]([C:36]([NH:38][C:39]2[CH:43]=[CH:42][N:41]([CH3:44])[N:40]=2)=[O:37])[CH:35]=1)[CH2:27][CH3:28].Cl.N1CCC1.CCN(C(C)C)C(C)C. (7) Given the product [CH:15]([N:4]1[C:3](=[O:18])[C:2]([NH:29][CH2:28][CH2:27][CH2:26][CH2:25][C:19]2[CH:24]=[CH:23][CH:22]=[CH:21][CH:20]=2)=[C:6]([C:7]2[CH:12]=[CH:11][CH:10]=[CH:9][CH:8]=2)[S:5]1(=[O:14])=[O:13])([CH3:17])[CH3:16], predict the reactants needed to synthesize it. The reactants are: Cl[C:2]1[C:3](=[O:18])[N:4]([CH:15]([CH3:17])[CH3:16])[S:5](=[O:14])(=[O:13])[C:6]=1[C:7]1[CH:12]=[CH:11][CH:10]=[CH:9][CH:8]=1.[C:19]1([CH2:25][CH2:26][CH2:27][CH2:28][NH2:29])[CH:24]=[CH:23][CH:22]=[CH:21][CH:20]=1.